This data is from Drug-target binding data from BindingDB using Kd measurements. The task is: Regression. Given a target protein amino acid sequence and a drug SMILES string, predict the binding affinity score between them. We predict pKd (pKd = -log10(Kd in M); higher means stronger binding). Dataset: bindingdb_kd. (1) The pKd is 4.5. The target protein sequence is AGTGLVLDEQLNEFHCLWDDSFPEGPERLHAIKEQLIQEGLLDRCVSFQARFAEKEELMLVHSLEYIDLMETTQYMNEGELRVLADTYDSVYLHPNSYSCACLASGSVLRLVDAVLGAEIRNGMAIIRPPGHHAQHSLMDGYCMFNHVAVAARYAQQKHRIRRVLIVDWDVHHGQGTQFTFDQDPSVLYFSIHRYEQGRFWPHLKASNWSTTGFGQGQGYTINVPWNQVGMRDADYIAAFLHVLLPVALEFQPQLVLVAAGFDALQGDPKGEMAATPAGFAQLTHLLMGLAGGKLILSLEGGYNLRALAEGVSASLHTLLGDPCPMLESPGAPCRSAQASVSCALEALEPFWEVLVRSTETVERDNMEEDNVEESEEEGPWEPPVLPILTWPVLQSRTGLVYDQNMMNHCNLWDSHHPEVPQRILRIMCRLEELGLAGRCLTLTPRPATEAELLTCHSAEYVGHLRATEKMKTRELHRESSNFDSIYICPSTFACAQLAT.... The small molecule is O=C(CCCCCCC(=O)Nc1ccc(-c2c3ccc(=O)cc-3oc3cc(O)ccc23)c(C(=O)O)c1)NO. (2) The compound is COC(=O)C1CC(c2ccccc2OCc2cccc(OC)c2)=NO1. The target protein (P34158) has sequence MQKSPLEKASFISKLFFSWTTPILRKGYRHHLELSDIYQAPSSDSADHLSEKLEREWDREQASKKKPQLIHALRRCFVWRFVFYGVLLYLGEVTKAVQPVLLGRIIASYDPDNTEERSIAIYLGIGLCLLFIVRTLLLHPAIFGLHHIGMQMRIAMFSLIYKKTLKLSSRVLDKISIGQLISLLSNNLNKFDEGLALAHFIWIAPLQVVLLMGLLWDLLQFSAFCGLGLLIVLVIFQAILGKMMVKYRDKRAAKINERLVITSEVIDNIYSVKAYCWESAMEKIIESLREEELKMTRRSAYMRFFTSSAFFFSGFFVVFLSVLPYTVINGIVLRKIFTTISFCIVLRMSVTRQFPTAVQIWYDSLGMIRKIQDFLQTQEYKVLEYNLMFTGLVMENVTAFWEEGFQELLEKVQLNNDDRKTSNGENHLSFSHLCLVGNPVLKNINLNIKKGEMLAITGSTGAGKTSLLMLILGELEASEGIIKHSGRVSFSSQISWIMPG.... The pKd is 4.0.